Dataset: Peptide-MHC class II binding affinity with 134,281 pairs from IEDB. Task: Regression. Given a peptide amino acid sequence and an MHC pseudo amino acid sequence, predict their binding affinity value. This is MHC class II binding data. (1) The peptide sequence is DGVWEIKSDKPLKGP. The MHC is DRB1_0301 with pseudo-sequence DRB1_0301. The binding affinity (normalized) is 0.591. (2) The peptide sequence is CVYNMMGKREKKLSE. The MHC is HLA-DQA10601-DQB10402 with pseudo-sequence HLA-DQA10601-DQB10402. The binding affinity (normalized) is 0.328.